Dataset: Full USPTO retrosynthesis dataset with 1.9M reactions from patents (1976-2016). Task: Predict the reactants needed to synthesize the given product. (1) Given the product [CH2:51]([O:50][C:49]([C:9]1([C:30]2[CH:35]=[CH:34][C:33]([Cl:36])=[CH:32][C:31]=2[CH3:37])[C:10]2[N:11]([CH:27]([CH3:28])[CH3:29])[C:12]([C:17]3[C:18]([O:25][CH3:26])=[N:19][C:20]([O:23][CH3:24])=[N:21][CH:22]=3)=[N:13][C:14]=2[C:15](=[O:16])[N:8]1[C:6]1[CH:7]=[C:2]([Cl:1])[CH:3]=[CH:4][C:5]=1[CH3:38])=[O:53])[CH3:52], predict the reactants needed to synthesize it. The reactants are: [Cl:1][C:2]1[CH:3]=[CH:4][C:5]([CH3:38])=[C:6]([N:8]2[C:15](=[O:16])[C:14]3[N:13]=[C:12]([C:17]4[C:18]([O:25][CH3:26])=[N:19][C:20]([O:23][CH3:24])=[N:21][CH:22]=4)[N:11]([CH:27]([CH3:29])[CH3:28])[C:10]=3[C@H:9]2[C:30]2[CH:35]=[CH:34][C:33]([Cl:36])=[CH:32][C:31]=2[CH3:37])[CH:7]=1.C[Si]([N-][Si](C)(C)C)(C)C.[Na+].[C:49](Cl)(=[O:53])[O:50][CH2:51][CH3:52]. (2) Given the product [F:17][C:14]([F:15])([F:16])[C:13]1[C:8]([C:6]2[CH:5]=[C:4]([C:24](=[O:26])[CH3:25])[N:3]=[N:41][CH:7]=2)=[N:9][CH:10]=[CH:11][CH:12]=1, predict the reactants needed to synthesize it. The reactants are: ClC1[CH:7]=[C:6]([C:8]2[C:13]([C:14]([F:17])([F:16])[F:15])=[CH:12][CH:11]=[CH:10][N:9]=2)[CH:5]=[C:4](Cl)[N:3]=1.C([Sn](CCCC)(CCCC)[C:24]([O:26]CC)=[CH2:25])CCC.[Cl-].[Li+].Cl.[Cl-].[NH4+:41].